This data is from Peptide-MHC class I binding affinity with 185,985 pairs from IEDB/IMGT. The task is: Regression. Given a peptide amino acid sequence and an MHC pseudo amino acid sequence, predict their binding affinity value. This is MHC class I binding data. The peptide sequence is VYPGACDF. The MHC is Mamu-A01 with pseudo-sequence Mamu-A01. The binding affinity (normalized) is 0.931.